From a dataset of Forward reaction prediction with 1.9M reactions from USPTO patents (1976-2016). Predict the product of the given reaction. (1) Given the reactants [CH2:1]([NH2:8])[CH2:2][CH2:3][CH2:4][CH2:5][CH2:6][CH3:7].[CH2:9]([O:11]/[C:12](=[CH:18]\[C:19]1[CH:24]=[CH:23][C:22]([C:25]2[CH:30]=[CH:29][CH:28]=[C:27]([N:31]([CH3:44])[C:32](OC3C=CC([N+]([O-])=O)=CC=3)=[O:33])[N:26]=2)=[CH:21][CH:20]=1)/[C:13]([O:15][CH2:16][CH3:17])=[O:14])[CH3:10].O.C(OCC)(=O)C, predict the reaction product. The product is: [CH2:9]([O:11]/[C:12](=[CH:18]\[C:19]1[CH:24]=[CH:23][C:22]([C:25]2[CH:30]=[CH:29][CH:28]=[C:27]([N:31]([CH3:44])[C:32]([NH:8][CH2:1][CH2:2][CH2:3][CH2:4][CH2:5][CH2:6][CH3:7])=[O:33])[N:26]=2)=[CH:21][CH:20]=1)/[C:13]([O:15][CH2:16][CH3:17])=[O:14])[CH3:10]. (2) Given the reactants [CH:1]12[CH2:7][CH:4]([CH:5]=[CH:6]1)[C:3](=[O:8])[NH:2]2.[C:9](=O)([O:15]C(C)(C)C)[O:10][C:11]([CH3:14])([CH3:13])[CH3:12], predict the reaction product. The product is: [O:8]=[C:3]1[C@@H:4]2[CH2:7][C@@H:1]([CH:6]=[CH:5]2)[N:2]1[C:9]([O:10][C:11]([CH3:14])([CH3:13])[CH3:12])=[O:15].